Dataset: Forward reaction prediction with 1.9M reactions from USPTO patents (1976-2016). Task: Predict the product of the given reaction. (1) Given the reactants [S:1]1[CH:5]=[CH:4][N:3]=[C:2]1[C:6]1[N:11]=[C:10]([CH2:12][OH:13])[CH:9]=[CH:8][CH:7]=1, predict the reaction product. The product is: [S:1]1[CH:5]=[CH:4][N:3]=[C:2]1[C:6]1[N:11]=[C:10]([CH:12]=[O:13])[CH:9]=[CH:8][CH:7]=1. (2) Given the reactants [F:1][C:2]1[CH:7]=[CH:6][CH:5]=[C:4]([F:8])[C:3]=1[C:9]1[N:14]=[C:13]2[C:15]([I:18])=[CH:16][NH:17][C:12]2=[CH:11][CH:10]=1.[C:19]1([CH3:29])[CH:24]=[CH:23][C:22]([S:25](Cl)(=[O:27])=[O:26])=[CH:21][CH:20]=1.[OH-].[Na+], predict the reaction product. The product is: [F:1][C:2]1[CH:7]=[CH:6][CH:5]=[C:4]([F:8])[C:3]=1[C:9]1[N:14]=[C:13]2[C:15]([I:18])=[CH:16][N:17]([S:25]([C:22]3[CH:23]=[CH:24][C:19]([CH3:29])=[CH:20][CH:21]=3)(=[O:27])=[O:26])[C:12]2=[CH:11][CH:10]=1. (3) The product is: [CH3:18][S:19]([C:22]1[CH:23]=[CH:24][C:25]([NH:28]/[N:29]=[C:8](\[C:2](=[O:1])[CH2:3][C:4]([O:6][CH3:7])=[O:5])/[C:9]([O:11][CH3:12])=[O:10])=[CH:26][CH:27]=1)(=[O:21])=[O:20]. Given the reactants [O:1]=[C:2]([CH2:8][C:9]([O:11][CH3:12])=[O:10])[CH2:3][C:4]([O:6][CH3:7])=[O:5].C([O-])(=O)C.[Na+].[CH3:18][S:19]([C:22]1[CH:27]=[CH:26][C:25]([N+:28]#[N:29])=[CH:24][CH:23]=1)(=[O:21])=[O:20], predict the reaction product.